This data is from Full USPTO retrosynthesis dataset with 1.9M reactions from patents (1976-2016). The task is: Predict the reactants needed to synthesize the given product. (1) Given the product [CH3:24][C:22]1[S:23][C:19]([C:17]2[CH:16]=[CH:15][N:14]=[C:13]([NH:12][C:9]3[CH:10]=[CH:11][C:6]([NH:5][C:3](=[O:4])[CH2:2][N:26]4[CH:30]=[CH:29][N:28]=[CH:27]4)=[CH:7][CH:8]=3)[N:18]=2)=[C:20]([CH3:25])[N:21]=1, predict the reactants needed to synthesize it. The reactants are: Cl[CH2:2][C:3]([NH:5][C:6]1[CH:11]=[CH:10][C:9]([NH:12][C:13]2[N:18]=[C:17]([C:19]3[S:23][C:22]([CH3:24])=[N:21][C:20]=3[CH3:25])[CH:16]=[CH:15][N:14]=2)=[CH:8][CH:7]=1)=[O:4].[NH:26]1[CH:30]=[CH:29][N:28]=[CH:27]1. (2) Given the product [Br:1][CH2:2][CH2:3][O:4][C:5]1[CH:13]=[CH:12][C:8]([C:9]([C:22]2[CH:23]=[CH:24][C:19]([O:25][CH3:26])=[CH:20][CH:21]=2)=[O:10])=[CH:7][C:6]=1[F:14], predict the reactants needed to synthesize it. The reactants are: [Br:1][CH2:2][CH2:3][O:4][C:5]1[CH:13]=[CH:12][C:8]([C:9](Cl)=[O:10])=[CH:7][C:6]=1[F:14].[Al+3].[Cl-].[Cl-].[Cl-].[C:19]1([O:25][CH3:26])[CH:24]=[CH:23][CH:22]=[CH:21][CH:20]=1.Cl. (3) Given the product [F:31][C:32]1[CH:41]=[CH:40][C:39]([F:42])=[CH:38][C:33]=1[C:34](=[NH:37])[NH:35][NH:36][C:10](=[O:12])[C@H:9]([NH:8][C:6](=[O:7])[O:5][C:1]([CH3:2])([CH3:3])[CH3:4])[C:13]([O:16][CH3:17])([CH3:15])[CH3:14], predict the reactants needed to synthesize it. The reactants are: [C:1]([O:5][C:6]([NH:8][C@H:9]([C:13]([O:16][CH3:17])([CH3:15])[CH3:14])[C:10]([OH:12])=O)=[O:7])([CH3:4])([CH3:3])[CH3:2].CCN(CC)CC.ClC(OCC)=O.[F:31][C:32]1[CH:41]=[CH:40][C:39]([F:42])=[CH:38][C:33]=1[C:34](=[NH:37])[NH:35][NH2:36]. (4) Given the product [C@@H:2]12[CH2:8][C@@H:5]([CH2:6][CH2:7]1)[CH2:4][C@H:3]2[N:9]1[CH2:10][CH2:11][CH:12]([C:15]2[CH:20]=[C:19]([C:23]([CH3:26])([CH3:25])[CH3:24])[CH:18]=[CH:17][C:16]=2[O:21][CH3:22])[CH2:13][CH2:14]1, predict the reactants needed to synthesize it. The reactants are: Cl.[C@@H:2]12[CH2:8][C@@H:5]([CH2:6][CH2:7]1)[CH2:4][C@H:3]2[N:9]1[CH2:14][CH2:13][CH:12]([C:15]2[CH:20]=[CH:19][CH:18]=[CH:17][C:16]=2[O:21][CH3:22])[CH2:11][CH2:10]1.[C:23](O)([CH3:26])([CH3:25])[CH3:24].[Cl-].[Cl-].[Cl-].[Al+3]. (5) Given the product [CH3:1][O:2][C:3]1[CH:4]=[CH:5][C:6]([CH2:7][N:8]2[CH:17]=[C:16]3[C:10]([CH:11]([C:22]([F:24])([F:25])[F:23])[CH2:12][CH2:13][C:14]4[S:20][C:19]([NH:21][C:29]5[N:34]=[C:33]([CH3:35])[CH:32]=[CH:31][N:30]=5)=[N:18][C:15]=43)=[N:9]2)=[CH:26][CH:27]=1, predict the reactants needed to synthesize it. The reactants are: [CH3:1][O:2][C:3]1[CH:27]=[CH:26][C:6]([CH2:7][N:8]2[CH:17]=[C:16]3[C:10]([CH:11]([C:22]([F:25])([F:24])[F:23])[CH2:12][CH2:13][C:14]4[S:20][C:19]([NH2:21])=[N:18][C:15]=43)=[N:9]2)=[CH:5][CH:4]=1.Cl[C:29]1[N:34]=[C:33]([CH3:35])[CH:32]=[CH:31][N:30]=1.CC1(C)C2C(=C(P(C3C=CC=CC=3)C3C=CC=CC=3)C=CC=2)OC2C(P(C3C=CC=CC=3)C3C=CC=CC=3)=CC=CC1=2.C([O-])([O-])=O.[Cs+].[Cs+]. (6) The reactants are: [C:1](Cl)(=O)[C:2]([Cl:4])=[O:3].[Br:7][C:8]1[CH:16]=[CH:15]C(C(O)=O)=[CH:10][C:9]=1[F:17].CN(C=O)C. Given the product [Br:7][C:8]1[CH:16]=[CH:15][C:1]([C:2]([Cl:4])=[O:3])=[CH:10][C:9]=1[F:17], predict the reactants needed to synthesize it. (7) Given the product [NH2:25][CH2:24][C@H:14]1[CH2:13][C@@H:12]([NH:11][S:8]([C:6]2[CH:7]=[C:2]([Cl:1])[CH:3]=[CH:4][C:5]=2[O:36][CH3:37])(=[O:10])=[O:9])[CH2:16][N:15]1[C:17]([O:19][C:20]([CH3:23])([CH3:22])[CH3:21])=[O:18], predict the reactants needed to synthesize it. The reactants are: [Cl:1][C:2]1[CH:3]=[CH:4][C:5]([O:36][CH3:37])=[C:6]([S:8]([NH:11][C@H:12]2[CH2:16][N:15]([C:17]([O:19][C:20]([CH3:23])([CH3:22])[CH3:21])=[O:18])[C@@H:14]([CH2:24][N:25]3C(=O)C4C(=CC=CC=4)C3=O)[CH2:13]2)(=[O:10])=[O:9])[CH:7]=1.O.NN.